This data is from Forward reaction prediction with 1.9M reactions from USPTO patents (1976-2016). The task is: Predict the product of the given reaction. (1) Given the reactants CO[C:3](=[O:12])[C:4]1[CH:9]=[C:8](Br)[C:7](Cl)=[N:6][CH:5]=1.[NH:13]1[CH2:17][CH2:16][CH2:15][CH2:14]1.[Cl:18][C:19]1[CH:20]=[C:21](B(O)O)[CH:22]=[CH:23][C:24]=1[CH3:25].[NH2:29][C@@H:30]([CH2:35][OH:36])[CH2:31][CH:32]([CH3:34])[CH3:33], predict the reaction product. The product is: [Cl:18][C:19]1[CH:20]=[CH:21][C:22]([C:8]2[C:7]([N:13]3[CH2:17][CH2:16][CH2:15][CH2:14]3)=[N:6][CH:5]=[C:4]([CH:9]=2)[C:3]([NH:29][C@@H:30]([CH2:35][OH:36])[CH2:31][CH:32]([CH3:34])[CH3:33])=[O:12])=[CH:23][C:24]=1[CH3:25]. (2) Given the reactants [C:1]([OH:10])(=[O:9])/[CH:2]=[CH:3]\[CH:4]=[CH:5]\[C:6]([OH:8])=[O:7].II, predict the reaction product. The product is: [C:1]([OH:10])(=[O:9])/[CH:2]=[CH:3]/[CH:4]=[CH:5]/[C:6]([OH:8])=[O:7].